Dataset: Peptide-MHC class I binding affinity with 185,985 pairs from IEDB/IMGT. Task: Regression. Given a peptide amino acid sequence and an MHC pseudo amino acid sequence, predict their binding affinity value. This is MHC class I binding data. (1) The peptide sequence is NQATTKTTF. The MHC is HLA-A02:01 with pseudo-sequence HLA-A02:01. The binding affinity (normalized) is 0.0847. (2) The peptide sequence is KLSSEQLSK. The MHC is HLA-A03:01 with pseudo-sequence HLA-A03:01. The binding affinity (normalized) is 0.566. (3) The peptide sequence is KQWSWFSLL. The MHC is HLA-A30:01 with pseudo-sequence HLA-A30:01. The binding affinity (normalized) is 0.0847. (4) The peptide sequence is FRFNGYIHR. The MHC is Mamu-B17 with pseudo-sequence Mamu-B17. The binding affinity (normalized) is 0.256. (5) The peptide sequence is YVIRHVDGK. The MHC is HLA-A11:01 with pseudo-sequence HLA-A11:01. The binding affinity (normalized) is 0.786. (6) The peptide sequence is RMGTVTTEV. The MHC is HLA-A24:02 with pseudo-sequence HLA-A24:02. The binding affinity (normalized) is 0. (7) The binding affinity (normalized) is 0.553. The MHC is HLA-B07:02 with pseudo-sequence HLA-B07:02. The peptide sequence is LRHPGFTMM. (8) The peptide sequence is IMYDHLPGF. The MHC is HLA-A02:01 with pseudo-sequence HLA-A02:01. The binding affinity (normalized) is 0.0847. (9) The peptide sequence is VAEMDGIQY. The MHC is HLA-A30:02 with pseudo-sequence HLA-A30:02. The binding affinity (normalized) is 0.725. (10) The peptide sequence is KLAEIFQPF. The MHC is HLA-B35:01 with pseudo-sequence HLA-B35:01. The binding affinity (normalized) is 0.703.